This data is from NCI-60 drug combinations with 297,098 pairs across 59 cell lines. The task is: Regression. Given two drug SMILES strings and cell line genomic features, predict the synergy score measuring deviation from expected non-interaction effect. (1) Drug 1: C1C(C(OC1N2C=NC3=C(N=C(N=C32)Cl)N)CO)O. Drug 2: C1CN(P(=O)(OC1)NCCCl)CCCl. Cell line: A498. Synergy scores: CSS=12.4, Synergy_ZIP=-3.22, Synergy_Bliss=-0.778, Synergy_Loewe=-14.0, Synergy_HSA=-2.94. (2) Drug 1: C1CC(=O)NC(=O)C1N2CC3=C(C2=O)C=CC=C3N. Drug 2: CC=C1C(=O)NC(C(=O)OC2CC(=O)NC(C(=O)NC(CSSCCC=C2)C(=O)N1)C(C)C)C(C)C. Cell line: A498. Synergy scores: CSS=40.2, Synergy_ZIP=-2.30, Synergy_Bliss=-2.05, Synergy_Loewe=-35.1, Synergy_HSA=-0.264. (3) Drug 1: CC1C(C(CC(O1)OC2CC(OC(C2O)C)OC3=CC4=CC5=C(C(=O)C(C(C5)C(C(=O)C(C(C)O)O)OC)OC6CC(C(C(O6)C)O)OC7CC(C(C(O7)C)O)OC8CC(C(C(O8)C)O)(C)O)C(=C4C(=C3C)O)O)O)O. Drug 2: C1=NNC2=C1C(=O)NC=N2. Cell line: OVCAR-5. Synergy scores: CSS=42.7, Synergy_ZIP=0.0841, Synergy_Bliss=0.284, Synergy_Loewe=-1.13, Synergy_HSA=-1.05.